Dataset: Forward reaction prediction with 1.9M reactions from USPTO patents (1976-2016). Task: Predict the product of the given reaction. (1) The product is: [CH2:49]([N:53]1[N:57]=[C:56]([CH3:58])[S:55]/[C:54]/1=[CH:59]\[C:7]([C:6]1[CH:10]=[CH:11][CH:12]=[C:4]([O:3][C:2]([F:1])([F:14])[F:13])[CH:5]=1)=[O:9])[CH2:50][CH2:51][CH3:52]. Given the reactants [F:1][C:2]([F:14])([F:13])[O:3][C:4]1[CH:5]=[C:6]([CH:10]=[CH:11][CH:12]=1)[C:7]([OH:9])=O.CN(C(ON1N=NC2C=CC=NC1=2)=[N+](C)C)C.F[P-](F)(F)(F)(F)F.CCN(C(C)C)C(C)C.[I-].[CH2:49]([N+:53]1[N:57]=[C:56]([CH3:58])[S:55][C:54]=1[CH3:59])[CH2:50][CH2:51][CH3:52], predict the reaction product. (2) Given the reactants C1(P(C2C=CC=CC=2)C2C=CC=CC=2)C=CC=CC=1.[C:20]([O:24][C:25]([NH:27][CH2:28][C:29]([OH:31])=O)=[O:26])([CH3:23])([CH3:22])[CH3:21].[NH:32]1[CH2:37][CH2:36][O:35][CH2:34][CH2:33]1.CCN(C(C)C)C(C)C, predict the reaction product. The product is: [C:20]([O:24][C:25](=[O:26])[NH:27][CH2:28][C:29]([N:32]1[CH2:37][CH2:36][O:35][CH2:34][CH2:33]1)=[O:31])([CH3:21])([CH3:22])[CH3:23]. (3) Given the reactants [O:1]=[C:2]1[C:10]2([C:22]3[C:13](=[CH:14][C:15]4[O:20][CH2:19][CH2:18][O:17][C:16]=4[CH:21]=3)[O:12][CH2:11]2)[C:9]2[C:4](=[CH:5][CH:6]=[C:7]([C:23]#[N:24])[CH:8]=2)[N:3]1[CH2:25][C:26]1[CH:31]=[CH:30][CH:29]=[CH:28][N:27]=1.C(=O)([O-])[O-:33].[Na+].[Na+].OO, predict the reaction product. The product is: [O:1]=[C:2]1[C:10]2([C:22]3[C:13](=[CH:14][C:15]4[O:20][CH2:19][CH2:18][O:17][C:16]=4[CH:21]=3)[O:12][CH2:11]2)[C:9]2[C:4](=[CH:5][CH:6]=[C:7]([C:23]([NH2:24])=[O:33])[CH:8]=2)[N:3]1[CH2:25][C:26]1[CH:31]=[CH:30][CH:29]=[CH:28][N:27]=1. (4) Given the reactants [NH2:1][C:2]1[CH:11]=[CH:10][C:5]([C:6]([O:8][CH3:9])=[O:7])=[CH:4][CH:3]=1.C1(P(C2CCCCC2)C2C=CC=CC=2C2C(C(C)C)=CC(C(C)C)=CC=2C(C)C)CCCCC1.[CH2:46]([N:53]([CH2:72][C@H:73]1[CH2:82][CH2:81][C:80]2[C:75](=[CH:76][CH:77]=[C:78](I)[CH:79]=2)[O:74]1)[CH2:54][C@H:55]([O:64][Si:65]([C:68]([CH3:71])([CH3:70])[CH3:69])([CH3:67])[CH3:66])[CH2:56][O:57][C:58]1[CH:63]=[CH:62][CH:61]=[CH:60][CH:59]=1)[C:47]1[CH:52]=[CH:51][CH:50]=[CH:49][CH:48]=1, predict the reaction product. The product is: [CH2:46]([N:53]([CH2:72][C@H:73]1[CH2:82][CH2:81][C:80]2[C:75](=[CH:76][CH:77]=[C:78]([NH:1][C:2]3[CH:3]=[CH:4][C:5]([C:6]([O:8][CH3:9])=[O:7])=[CH:10][CH:11]=3)[CH:79]=2)[O:74]1)[CH2:54][C@H:55]([O:64][Si:65]([C:68]([CH3:69])([CH3:70])[CH3:71])([CH3:67])[CH3:66])[CH2:56][O:57][C:58]1[CH:63]=[CH:62][CH:61]=[CH:60][CH:59]=1)[C:47]1[CH:48]=[CH:49][CH:50]=[CH:51][CH:52]=1. (5) Given the reactants [CH2:1]=[C:2]1[C:11]2[C:6](=[CH:7][CH:8]=[CH:9][CH:10]=2)[N:5]([NH:12][C:13]([O:15][C:16]([CH3:19])([CH3:18])[CH3:17])=[O:14])[CH2:4][CH2:3]1.FS([C:24]([F:30])([F:29])C(OC)=O)(=O)=O, predict the reaction product. The product is: [F:29][C:24]1([F:30])[C:2]2([C:11]3[C:6](=[CH:7][CH:8]=[CH:9][CH:10]=3)[N:5]([NH:12][C:13]([O:15][C:16]([CH3:19])([CH3:18])[CH3:17])=[O:14])[CH2:4][CH2:3]2)[CH2:1]1. (6) Given the reactants Br[C:2]1[C:10]2[C:5](=[CH:6][CH:7]=[C:8]([C:11]([O:13][CH2:14][CH3:15])=[O:12])[CH:9]=2)[N:4]([C:16]([C:29]2[CH:34]=[CH:33][CH:32]=[CH:31][CH:30]=2)([C:23]2[CH:28]=[CH:27][CH:26]=[CH:25][CH:24]=2)[C:17]2[CH:22]=[CH:21][CH:20]=[CH:19][CH:18]=2)[N:3]=1.[CH3:35][C:36]1[CH:41]=[C:40](B(O)O)[CH:39]=[CH:38][N:37]=1, predict the reaction product. The product is: [CH3:35][C:36]1[CH:41]=[C:40]([C:2]2[NH:3][N:4]([C:16]([C:29]3[CH:34]=[CH:33][CH:32]=[CH:31][CH:30]=3)([C:23]3[CH:28]=[CH:27][CH:26]=[CH:25][CH:24]=3)[C:17]3[CH:22]=[CH:21][CH:20]=[CH:19][CH:18]=3)[C:5]3[C:10]=2[CH2:9][C:8]([C:11]([O:13][CH2:14][CH3:15])=[O:12])=[CH:7][CH:6]=3)[CH:39]=[CH:38][N:37]=1.